From a dataset of Peptide-MHC class II binding affinity with 134,281 pairs from IEDB. Regression. Given a peptide amino acid sequence and an MHC pseudo amino acid sequence, predict their binding affinity value. This is MHC class II binding data. (1) The peptide sequence is GFVGLCRTLGSKCVR. The MHC is DRB1_0405 with pseudo-sequence DRB1_0405. The binding affinity (normalized) is 0.662. (2) The peptide sequence is VVDLSKMRAVWVDGK. The MHC is DRB1_0401 with pseudo-sequence DRB1_0401. The binding affinity (normalized) is 0.132. (3) The MHC is H-2-IAb with pseudo-sequence H-2-IAb. The peptide sequence is SKLTNMVNSCTLLTI. The binding affinity (normalized) is 0.265. (4) The peptide sequence is MSNPLTSPISCSYSL. The MHC is HLA-DQA10201-DQB10301 with pseudo-sequence HLA-DQA10201-DQB10301. The binding affinity (normalized) is 0.733.